This data is from Reaction yield outcomes from USPTO patents with 853,638 reactions. The task is: Predict the reaction yield, written as a fraction of the theoretical maximum amount of product (1.0 means a 100% yield; for example, 0.34 means a 34% yield). (1) The reactants are [NH2:1][C:2]1[C:3]([F:12])=[C:4]([CH:9]=[CH:10][CH:11]=1)[C:5]([O:7][CH3:8])=[O:6].CCN([CH2:18][CH3:19])CC.[CH2:20]([S:23](Cl)(=[O:25])=[O:24])[CH2:21][CH3:22]. The catalyst is C(Cl)Cl. The product is [F:12][C:3]1[C:2]([N:1]([S:23]([CH2:20][CH2:18][CH3:19])(=[O:25])=[O:24])[S:23]([CH2:20][CH2:21][CH3:22])(=[O:25])=[O:24])=[CH:11][CH:10]=[CH:9][C:4]=1[C:5]([O:7][CH3:8])=[O:6]. The yield is 0.740. (2) The reactants are C([O:8][C:9]1[CH:14]=[CH:13][C:12]([N:15]2[CH2:20][CH2:19][CH:18]([O:21][C:22]3[CH:27]=[CH:26][C:25]([O:28][C:29]([F:32])([F:31])[F:30])=[CH:24][CH:23]=3)[CH2:17][CH2:16]2)=[CH:11][CH:10]=1)C1C=CC=CC=1.[H][H]. The catalyst is [Pd].C(O)C. The product is [OH:8][C:9]1[CH:10]=[CH:11][C:12]([N:15]2[CH2:16][CH2:17][CH:18]([O:21][C:22]3[CH:27]=[CH:26][C:25]([O:28][C:29]([F:32])([F:30])[F:31])=[CH:24][CH:23]=3)[CH2:19][CH2:20]2)=[CH:13][CH:14]=1. The yield is 0.995.